This data is from Catalyst prediction with 721,799 reactions and 888 catalyst types from USPTO. The task is: Predict which catalyst facilitates the given reaction. (1) Reactant: O1CCCC1.[Si:6]([O:13][CH2:14][C:15]1[CH:20]=[CH:19][N:18]=[C:17]([F:21])[CH:16]=1)([C:9]([CH3:12])([CH3:11])[CH3:10])([CH3:8])[CH3:7].C([N-]C(C)C)(C)C.[Li+].[Cl:30]C(Cl)(Cl)C(Cl)(Cl)Cl. Product: [Si:6]([O:13][CH2:14][C:15]1[CH:20]=[CH:19][N:18]=[C:17]([F:21])[C:16]=1[Cl:30])([C:9]([CH3:12])([CH3:11])[CH3:10])([CH3:8])[CH3:7]. The catalyst class is: 13. (2) Reactant: C([O:8][C:9]1[CH:14]=[C:13]([O:15]CC2C=CC=CC=2)[C:12]([C:23]([F:26])([F:25])[F:24])=[CH:11][C:10]=1[C:27]([N:29]1[CH2:37][C:36]2[C:31](=[CH:32][CH:33]=[CH:34][CH:35]=2)[CH2:30]1)=[O:28])C1C=CC=CC=1. Product: [CH2:30]1[C:31]2[C:36](=[CH:35][CH:34]=[CH:33][CH:32]=2)[CH2:37][N:29]1[C:27]([C:10]1[CH:11]=[C:12]([C:23]([F:26])([F:25])[F:24])[C:13]([OH:15])=[CH:14][C:9]=1[OH:8])=[O:28]. The catalyst class is: 19. (3) Reactant: [C:1]([O:5][C:6](=[O:19])[CH2:7][C:8]1[CH:13]=[CH:12][C:11]([N+:14]([O-])=O)=[C:10]([O:17][CH3:18])[CH:9]=1)([CH3:4])([CH3:3])[CH3:2].[NH4+].[Cl-]. Product: [C:1]([O:5][C:6](=[O:19])[CH2:7][C:8]1[CH:13]=[CH:12][C:11]([NH2:14])=[C:10]([O:17][CH3:18])[CH:9]=1)([CH3:3])([CH3:4])[CH3:2]. The catalyst class is: 284. (4) Reactant: [O:1]1[CH2:6][CH2:5][N:4]([C:7]2[C:16]3[C:11](=[CH:12][CH:13]=[C:14](B(O)O)[CH:15]=3)[N:10]=[CH:9][CH:8]=2)[CH2:3][CH2:2]1.C([O-])([O-])=O.[Na+].[Na+].Br[C:27]1[CH:28]=[C:29]([CH2:34][OH:35])[C:30]([Cl:33])=[N:31][CH:32]=1. Product: [Cl:33][C:30]1[C:29]([CH2:34][OH:35])=[CH:28][C:27]([C:14]2[CH:15]=[C:16]3[C:11](=[CH:12][CH:13]=2)[N:10]=[CH:9][CH:8]=[C:7]3[N:4]2[CH2:5][CH2:6][O:1][CH2:2][CH2:3]2)=[CH:32][N:31]=1. The catalyst class is: 622.